From a dataset of Full USPTO retrosynthesis dataset with 1.9M reactions from patents (1976-2016). Predict the reactants needed to synthesize the given product. (1) The reactants are: [I:1][C:2]1[CH:8]=[C:7]([N+:9]([O-:11])=[O:10])[CH:6]=[CH:5][C:3]=1[NH2:4].C(N(CC)CC)C.[CH3:19][S:20](Cl)(=[O:22])=[O:21].[NH4+].[Cl-]. Given the product [I:1][C:2]1[CH:8]=[C:7]([N+:9]([O-:11])=[O:10])[CH:6]=[CH:5][C:3]=1[N:4]([S:20]([CH3:19])(=[O:22])=[O:21])[S:20]([CH3:19])(=[O:22])=[O:21], predict the reactants needed to synthesize it. (2) Given the product [CH2:1]([NH:9][C@H:10]([CH3:11])[CH2:12][OH:13])[C:2]1[CH:7]=[CH:6][CH:5]=[CH:4][CH:3]=1, predict the reactants needed to synthesize it. The reactants are: [CH:1](=O)[C:2]1[CH:7]=[CH:6][CH:5]=[CH:4][CH:3]=1.[NH2:9][C@@H:10]([CH2:12][OH:13])[CH3:11].C(O)(=O)C.[BH-](OC(C)=O)(OC(C)=O)OC(C)=O.[Na+].C([O-])([O-])=O.[Na+].[Na+]. (3) Given the product [CH3:27][C:24]1[CH:23]=[CH:22][C:21]2[NH:20][C:14]3[C:15]([C:17](=[O:19])[C:26]=2[CH:25]=1)=[CH:16][C:8]1[NH:7][C:4]2[CH:3]=[CH:2][C:1]([CH3:28])=[CH:6][C:5]=2[C:10](=[O:11])[C:9]=1[CH:13]=3, predict the reactants needed to synthesize it. The reactants are: [C:1]1([CH3:28])[CH:6]=[CH:5][C:4]([NH:7][C:8]2[CH:16]=[C:15]([C:17]([OH:19])=O)[C:14]([NH:20][C:21]3[CH:26]=[CH:25][C:24]([CH3:27])=[CH:23][CH:22]=3)=[CH:13][C:9]=2[C:10](O)=[O:11])=[CH:3][CH:2]=1.C1(C)C=CC(S(O)(=O)=O)=CC=1.C(O)CO. (4) Given the product [Br:1][C:2]1[CH:7]=[CH:6][C:5]([C:8]2[NH:12][C:11]([CH:13]3[C@@H:18]4[CH2:19][C@@H:15]([CH2:16][CH2:17]4)[N:14]3[C:20](=[O:21])[C@@H:32]([NH:36][C:37](=[O:38])[O:39][CH3:40])[C@H:31]([O:30][CH3:29])[CH3:41])=[N:10][CH:9]=2)=[C:4]([F:27])[CH:3]=1, predict the reactants needed to synthesize it. The reactants are: [Br:1][C:2]1[CH:7]=[CH:6][C:5]([C:8]2[NH:12][C:11]([CH:13]3[C@@H:18]4[CH2:19][C@@H:15]([CH2:16][CH2:17]4)[N:14]3[C:20](OC(C)(C)C)=[O:21])=[N:10][CH:9]=2)=[C:4]([F:27])[CH:3]=1.Cl.[CH3:29][O:30][C@H:31]([CH3:41])[C@H:32]([NH:36][C:37]([O:39][CH3:40])=[O:38])C(O)=O.CN(C(ON1N=NC2C=CC=NC1=2)=[N+](C)C)C.F[P-](F)(F)(F)(F)F.CCN(C(C)C)C(C)C. (5) Given the product [CH3:35][O:36][C:37](=[O:40])[CH2:38][O:27][C:24]1[CH:25]=[CH:26][C:21]([C:3]([CH2:4][CH3:5])([C:6]2[CH:11]=[CH:10][C:9](/[CH:12]=[CH:13]/[C:14]([CH2:15][CH3:16])([OH:17])[CH2:18][CH3:19])=[C:8]([CH3:20])[CH:7]=2)[CH2:1][CH3:2])=[CH:22][C:23]=1[CH3:28], predict the reactants needed to synthesize it. The reactants are: [CH2:1]([C:3]([C:21]1[CH:26]=[CH:25][C:24]([OH:27])=[C:23]([CH3:28])[CH:22]=1)([C:6]1[CH:11]=[CH:10][C:9]([CH:12]=[CH:13][C:14]([CH2:18][CH3:19])([OH:17])[CH2:15][CH3:16])=[C:8]([CH3:20])[CH:7]=1)[CH2:4][CH3:5])[CH3:2].C([O-])([O-])=O.[K+].[K+].[CH3:35][O:36][C:37](=[O:40])[CH2:38]Br. (6) Given the product [Br:19][C:12]1[C:11]([O:14][CH3:15])=[C:10]([C:16]#[N:17])[C:9](=[O:18])[N:8]([CH:4]([CH:1]2[CH2:2][CH2:3]2)[CH:5]([CH3:7])[CH3:6])[CH:13]=1, predict the reactants needed to synthesize it. The reactants are: [CH:1]1([CH:4]([N:8]2[CH:13]=[CH:12][C:11]([O:14][CH3:15])=[C:10]([C:16]#[N:17])[C:9]2=[O:18])[CH:5]([CH3:7])[CH3:6])[CH2:3][CH2:2]1.[Br:19]N1C(=O)CCC1=O.C(=O)([O-])O.[Na+].